Dataset: Reaction yield outcomes from USPTO patents with 853,638 reactions. Task: Predict the reaction yield, written as a fraction of the theoretical maximum amount of product (1.0 means a 100% yield; for example, 0.34 means a 34% yield). (1) The yield is 0.740. The product is [C:83]([O:85][CH2:74][C@@H:63]([O:61][C:56](=[O:55])[C:14]1[CH:15]=[CH:16][CH:17]=[CH:18][CH:19]=1)[CH2:62][C@@H:23]1[C@H:22]([O:21][CH3:20])[C@@H:26]([CH2:27][S:28]([C:31]2[CH:36]=[CH:35][CH:34]=[CH:33][CH:32]=2)(=[O:29])=[O:30])[C@H:25]([CH2:37][C@@H:38]2[C:43](=[CH2:44])[C@H:42]([CH3:45])[CH2:41][C@H:40]([CH2:52][CH2:53][CH2:54][O:55][C:56](=[O:61])[C:57]([CH3:58])([CH3:60])[CH3:59])[O:39]2)[O:24]1)(=[O:84])[C:92]1[CH:91]=[CH:62][CH:23]=[CH:22][CH:26]=1. The catalyst is CC(OC)(C)C.C1C=CC([P]([Pd]([P](C2C=CC=CC=2)(C2C=CC=CC=2)C2C=CC=CC=2)([P](C2C=CC=CC=2)(C2C=CC=CC=2)C2C=CC=CC=2)[P](C2C=CC=CC=2)(C2C=CC=CC=2)C2C=CC=CC=2)(C2C=CC=CC=2)C2C=CC=CC=2)=CC=1.C1COCC1. The reactants are [C:14]1(P([C:14]2[CH:19]=[CH:18][CH:17]=[CH:16][CH:15]=2)[C:14]2[CH:19]=[CH:18][CH:17]=[CH:16][CH:15]=2)[CH:19]=[CH:18][CH:17]=[CH:16][CH:15]=1.[CH3:20][O:21][C@@H:22]1[C@@H:26]([CH2:27][S:28]([C:31]2[CH:36]=[CH:35][CH:34]=[CH:33][CH:32]=2)(=[O:30])=[O:29])[C@H:25]([CH2:37][C@@H:38]2[C:43](=[CH2:44])[C@@:42](OC(=O)COC)([CH3:45])[CH2:41][C@H:40]([CH2:52][CH2:53][CH2:54][O:55][C:56](=[O:61])[C:57]([CH3:60])([CH3:59])[CH3:58])[O:39]2)[O:24][C@@H:23]1[CH2:62][C@@H:63]([C:74]1C=CC=CC=1C([O-])=O)CC1C=CC=CC=1C([O-])=O.[CH:83]([OH:85])=[O:84].C(N([CH2:91][CH3:92])CC)C. (2) The reactants are [Br:1][C:2]1[C:22]([CH3:23])=[CH:21][C:5]([O:6][C:7](=[O:20])[C:8]#[C:9][C:10]2[CH:11]=[C:12]([CH:17]=[CH:18][CH:19]=2)[C:13]([O:15][CH3:16])=[O:14])=[CH:4][C:3]=1[CH3:24]. The catalyst is ClCCl.FC(F)(F)C(O)=O.C([O-])(=O)C.[Pd+2].C([O-])(=O)C. The product is [Br:1][C:2]1[C:22]([CH3:23])=[C:21]2[C:5](=[CH:4][C:3]=1[CH3:24])[O:6][C:7](=[O:20])[CH:8]=[C:9]2[C:10]1[CH:11]=[C:12]([CH:17]=[CH:18][CH:19]=1)[C:13]([O:15][CH3:16])=[O:14]. The yield is 0.730. (3) The reactants are [CH2:1]([N:8]1[C:13](=[O:14])[CH:12]=[CH:11][C:10](Cl)=[N:9]1)[C:2]1[CH:7]=[CH:6][CH:5]=[CH:4][CH:3]=1.[CH3:16][O:17][C:18]1[CH:19]=[CH:20][C:21]([NH2:26])=[N:22][C:23]=1[O:24][CH3:25].C1C=CC(P(C2C(C3C(P(C4C=CC=CC=4)C4C=CC=CC=4)=CC=C4C=3C=CC=C4)=C3C(C=CC=C3)=CC=2)C2C=CC=CC=2)=CC=1.CC(C)([O-])C.[Na+]. The catalyst is O1CCOCC1.CCOC(C)=O.C1C=CC(/C=C/C(/C=C/C2C=CC=CC=2)=O)=CC=1.C1C=CC(/C=C/C(/C=C/C2C=CC=CC=2)=O)=CC=1.C1C=CC(/C=C/C(/C=C/C2C=CC=CC=2)=O)=CC=1.[Pd].[Pd]. The product is [CH2:1]([N:8]1[C:13](=[O:14])[CH:12]=[CH:11][C:10]([NH:26][C:21]2[CH:20]=[CH:19][C:18]([O:17][CH3:16])=[C:23]([O:24][CH3:25])[N:22]=2)=[N:9]1)[C:2]1[CH:7]=[CH:6][CH:5]=[CH:4][CH:3]=1. The yield is 0.450. (4) The reactants are [CH2:1]([N:8]1[C:12]2=[C:13]([N:20]3[CH2:29][CH2:28][C:27]4[C:22](=[CH:23][CH:24]=[CH:25][CH:26]=4)[CH2:21]3)[N:14]=[C:15]([C:17]([OH:19])=[O:18])[CH:16]=[C:11]2[C:10]([CH3:30])=[C:9]1[CH3:31])[C:2]1[CH:7]=[CH:6][CH:5]=[CH:4][CH:3]=1.[H-].[Na+:33]. The catalyst is O1CCCC1. The product is [Na+:33].[CH2:1]([N:8]1[C:12]2=[C:13]([N:20]3[CH2:29][CH2:28][C:27]4[C:22](=[CH:23][CH:24]=[CH:25][CH:26]=4)[CH2:21]3)[N:14]=[C:15]([C:17]([O-:19])=[O:18])[CH:16]=[C:11]2[C:10]([CH3:30])=[C:9]1[CH3:31])[C:2]1[CH:3]=[CH:4][CH:5]=[CH:6][CH:7]=1. The yield is 0.820. (5) The reactants are [Cl:1][C:2]1[CH:7]=[CH:6][C:5]([C:8]2[C:12]([CH2:13][O:14][C:15]3[CH:23]=[CH:22][C:18]([C:19]([OH:21])=O)=[CH:17][N:16]=3)=[C:11]([CH3:24])[O:10][N:9]=2)=[CH:4][CH:3]=1.CC1ON=C(C2C=CC=CC=2)C=1COC1C=CC(C(O)=O)=CN=1.[NH2:48][C:49]([CH3:53])([CH3:52])[CH2:50][OH:51]. No catalyst specified. The product is [Cl:1][C:2]1[CH:3]=[CH:4][C:5]([C:8]2[C:12]([CH2:13][O:14][C:15]3[CH:23]=[CH:22][C:18]([C:19]([NH:48][C:49]([CH3:53])([CH3:52])[CH2:50][OH:51])=[O:21])=[CH:17][N:16]=3)=[C:11]([CH3:24])[O:10][N:9]=2)=[CH:6][CH:7]=1. The yield is 0.300.